Task: Predict the reaction yield, written as a fraction of the theoretical maximum amount of product (1.0 means a 100% yield; for example, 0.34 means a 34% yield).. Dataset: Reaction yield outcomes from USPTO patents with 853,638 reactions (1) The reactants are O.Cl.O[C:4]1([C:20]2[CH:25]=[CH:24][CH:23]=[CH:22][CH:21]=2)[CH2:8][CH2:7][C:6]([C:9]2[CH:10]=[CH:11][CH:12]=[C:13]3[C:18]=2[N:17]=[CH:16][CH:15]=[CH:14]3)=[C:5]1[CH3:19].N. The catalyst is O1CCCC1. The product is [CH3:19][C:5]1[C:4]([C:20]2[CH:25]=[CH:24][CH:23]=[CH:22][CH:21]=2)=[CH:8][CH2:7][C:6]=1[C:9]1[CH:10]=[CH:11][CH:12]=[C:13]2[C:18]=1[N:17]=[CH:16][CH:15]=[CH:14]2. The yield is 0.693. (2) The reactants are [Cl:1][C:2]1[CH:3]=[C:4]([CH:9]([C:24]([F:27])([F:26])[F:25])/[CH:10]=[CH:11]/[C:12]2[CH:13]=[CH:14][C:15]([N:19]3[CH:23]=[N:22][CH:21]=[N:20]3)=[C:16]([CH:18]=2)[NH2:17])[CH:5]=[C:6]([Cl:8])[CH:7]=1.[CH3:28]I. The catalyst is C(Cl)Cl. The product is [Cl:1][C:2]1[CH:3]=[C:4]([CH:9]([C:24]([F:26])([F:25])[F:27])/[CH:10]=[CH:11]/[C:12]2[CH:13]=[CH:14][C:15]([N:19]3[CH:23]=[N:22][CH:21]=[N:20]3)=[C:16]([CH:18]=2)[NH:17][CH3:28])[CH:5]=[C:6]([Cl:8])[CH:7]=1. The yield is 0.700. (3) The reactants are [OH:1][C:2]1[CH:10]=[CH:9][C:5]([C:6]([OH:8])=O)=[CH:4][CH:3]=1.[SH:11][C:12]1[CH:17]=[CH:16][C:15]([OH:18])=[CH:14][CH:13]=1. No catalyst specified. The product is [OH:18][C:15]1[CH:16]=[CH:17][C:12]([S:11][C:6](=[O:8])[C:5]2[CH:4]=[CH:3][C:2]([OH:1])=[CH:10][CH:9]=2)=[CH:13][CH:14]=1. The yield is 0.240. (4) The product is [F:33][C:34]1[CH:40]=[CH:39][C:37]([N:38]2[CH:9]([C:10]3[CH:15]=[CH:14][C:13]([N+:16]([O-:18])=[O:17])=[CH:12][CH:11]=3)[CH2:8][CH2:7][CH:6]2[C:24]2[CH:29]=[CH:28][C:27]([N+:30]([O-:32])=[O:31])=[CH:26][CH:25]=2)=[CH:36][CH:35]=1. The reactants are CS(O[CH:6]([C:24]1[CH:29]=[CH:28][C:27]([N+:30]([O-:32])=[O:31])=[CH:26][CH:25]=1)[CH2:7][CH2:8][CH:9](OS(C)(=O)=O)[C:10]1[CH:15]=[CH:14][C:13]([N+:16]([O-:18])=[O:17])=[CH:12][CH:11]=1)(=O)=O.[F:33][C:34]1[CH:40]=[CH:39][C:37]([NH2:38])=[CH:36][CH:35]=1. No catalyst specified. The yield is 1.00.